This data is from Catalyst prediction with 721,799 reactions and 888 catalyst types from USPTO. The task is: Predict which catalyst facilitates the given reaction. (1) Reactant: [CH2:1]([O:8][CH2:9][CH:10]([CH2:13][CH2:14][CH:15]1[CH2:17][O:16]1)[CH2:11][OH:12])[C:2]1[CH:7]=[CH:6][CH:5]=[CH:4][CH:3]=1.B(F)(F)F.CCOCC. Product: [CH2:1]([O:8][CH2:9][CH:10]1[CH2:11][O:12][CH:15]([CH2:17][OH:16])[CH2:14][CH2:13]1)[C:2]1[CH:7]=[CH:6][CH:5]=[CH:4][CH:3]=1. The catalyst class is: 2. (2) Reactant: [Cl:1][C:2]1[CH:11]=[C:10]2[C:5]([CH2:6][CH2:7][N:8]([S:12]([CH2:15][CH:16]([C@H:18]3[CH2:22][CH2:21][CH2:20][O:19]3)O)(=[O:14])=[O:13])[CH2:9]2)=[CH:4][CH:3]=1.CCN(CC)CC.CS(Cl)(=O)=O.Cl. Product: [Cl:1][C:2]1[CH:11]=[C:10]2[C:5]([CH2:6][CH2:7][N:8]([S:12]([CH:15]=[CH:16][C@H:18]3[CH2:22][CH2:21][CH2:20][O:19]3)(=[O:14])=[O:13])[CH2:9]2)=[CH:4][CH:3]=1. The catalyst class is: 2.